This data is from Reaction yield outcomes from USPTO patents with 853,638 reactions. The task is: Predict the reaction yield, written as a fraction of the theoretical maximum amount of product (1.0 means a 100% yield; for example, 0.34 means a 34% yield). (1) The reactants are [Na+].[C:2]([C:6]1[CH:11]=[CH:10][C:9]([S:12]([O-:14])=[O:13])=[CH:8][CH:7]=1)([CH3:5])([CH3:4])[CH3:3].Br[CH:16]([C:19]1[CH:24]=[CH:23][CH:22]=[CH:21][CH:20]=1)[CH2:17]Br. The catalyst is CN(C=O)C. The product is [C:2]([C:6]1[CH:11]=[CH:10][C:9]([S:12](/[CH:17]=[CH:16]/[C:19]2[CH:24]=[CH:23][CH:22]=[CH:21][CH:20]=2)(=[O:14])=[O:13])=[CH:8][CH:7]=1)([CH3:5])([CH3:3])[CH3:4]. The yield is 0.0300. (2) The reactants are [CH3:1][N:2]1[CH2:6][CH2:5][CH2:4][CH:3]1[C:7]1[CH:24]=[CH:23][C:10](/[CH:11]=[N:12]/[C:13]2[CH:21]=[CH:20][CH:19]=[C:18]3[C:14]=2[CH2:15][O:16][C:17]3=[O:22])=[CH:9][CH:8]=1.[F:25][C:26]1[CH:31]=[CH:30][C:29]([CH:32]=O)=[CH:28][CH:27]=1.[CH3:34][CH2:35][O-:36].[Na+]. The catalyst is C(OCC)(=O)CC.CCO. The product is [F:25][C:26]1[CH:31]=[CH:30][C:29]([CH:32]2[C:35](=[O:36])[C:34]3[C:18]([C:17]([O:16][CH2:15][CH3:14])=[O:22])=[CH:19][CH:20]=[CH:21][C:13]=3[NH:12][CH:11]2[C:10]2[CH:23]=[CH:24][C:7]([CH:3]3[CH2:4][CH2:5][CH2:6][N:2]3[CH3:1])=[CH:8][CH:9]=2)=[CH:28][CH:27]=1. The yield is 0.420. (3) The reactants are [Br:1][C:2]1[CH:7]=[CH:6][C:5]([NH:8][C:9]2[N:10]([CH3:26])[C:11](=[O:25])[C:12]([CH3:24])=[CH:13][C:14]=2[C:15]([NH:17][O:18][CH2:19][CH2:20][O:21]C=C)=[O:16])=[C:4]([F:27])[CH:3]=1.BrC1C=CC(NC2N(C)C(=O)C(C)=CC=2C(OC)=O)=C(F)C=1.C(OCCON)=C.C[Si]([N-][Si](C)(C)C)(C)C.[Li+]. The catalyst is C1COCC1. The product is [Br:1][C:2]1[CH:7]=[CH:6][C:5]([NH:8][C:9]2[N:10]([CH3:26])[C:11](=[O:25])[C:12]([CH3:24])=[CH:13][C:14]=2[C:15]([NH:17][O:18][CH2:19][CH2:20][OH:21])=[O:16])=[C:4]([F:27])[CH:3]=1. The yield is 0.940. (4) The reactants are [C:1]1([CH:7]2[C:16]3[O:15][C:14](=O)[NH:13][C:12](=[O:18])[C:11]=3[CH2:10][CH2:9][CH2:8]2)[CH:6]=[CH:5][CH:4]=[CH:3][CH:2]=1.[OH-].[NH4+:20]. No catalyst specified. The product is [C:1]1([CH:7]2[C:16]3[NH:20][C:14](=[O:15])[NH:13][C:12](=[O:18])[C:11]=3[CH2:10][CH2:9][CH2:8]2)[CH:6]=[CH:5][CH:4]=[CH:3][CH:2]=1. The yield is 1.00.